This data is from Forward reaction prediction with 1.9M reactions from USPTO patents (1976-2016). The task is: Predict the product of the given reaction. Given the reactants CC1C=CC(S(O[CH2:12][CH2:13][CH2:14][CH2:15][C:16]2[C:24]3[C:19](=[CH:20][CH:21]=[C:22]([C:25]#[N:26])[CH:23]=3)[NH:18][CH:17]=2)(=O)=O)=CC=1.[CH3:27][O:28][C:29]1[CH:34]=[C:33]([O:35][CH3:36])[N:32]=[C:31]([N:37]2[CH2:42][CH2:41][NH:40][CH2:39][CH2:38]2)[N:30]=1.C(=O)([O-])[O-].[K+].[K+].[I-].[K+], predict the reaction product. The product is: [CH3:27][O:28][C:29]1[CH:34]=[C:33]([O:35][CH3:36])[N:32]=[C:31]([N:37]2[CH2:38][CH2:39][N:40]([CH2:12][CH2:13][CH2:14][CH2:15][C:16]3[C:24]4[C:19](=[CH:20][CH:21]=[C:22]([C:25]#[N:26])[CH:23]=4)[NH:18][CH:17]=3)[CH2:41][CH2:42]2)[N:30]=1.